Task: Predict the product of the given reaction.. Dataset: Forward reaction prediction with 1.9M reactions from USPTO patents (1976-2016) (1) Given the reactants [H-].[Al+3].[Li+].[H-].[H-].[H-].[CH2:7]([C:12]1[CH:13]=[C:14]([CH:17]=[CH:18][CH:19]=1)[C:15]#[N:16])[CH2:8][CH2:9][CH2:10][CH3:11].[OH-].[Na+], predict the reaction product. The product is: [CH2:7]([C:12]1[CH:13]=[C:14]([CH:17]=[CH:18][CH:19]=1)[CH2:15][NH2:16])[CH2:8][CH2:9][CH2:10][CH3:11]. (2) Given the reactants C(OCC([NH:8][C:9]1[CH:14]=[C:13]([CH2:15][NH:16][C:17]2[N:18]=[CH:19][S:20][C:21]=2[C:22]([NH:24][C:25]2[CH:35]=[CH:34][C:28]3[O:29][C:30]([F:33])([F:32])[O:31][C:27]=3[CH:26]=2)=[O:23])[CH:12]=[CH:11][N:10]=1)=O)(=O)C.C(=O)([O-])[O-].[K+].[K+].FC1(F)OC2C=CC(NC(C3SC=NC=3NCC3C=CN=C(NC(=O)CO)C=3)=O)=CC=2O1, predict the reaction product. The product is: [NH2:8][C:9]1[CH:14]=[C:13]([CH2:15][NH:16][C:17]2[N:18]=[CH:19][S:20][C:21]=2[C:22]([NH:24][C:25]2[CH:35]=[CH:34][C:28]3[O:29][C:30]([F:32])([F:33])[O:31][C:27]=3[CH:26]=2)=[O:23])[CH:12]=[CH:11][N:10]=1. (3) The product is: [Br:2][C:3]1[CH:11]=[CH:10][CH:9]=[C:8]2[C:4]=1[CH:5]=[CH:6][N:7]2[CH2:12][C@H:13]([OH:14])[CH2:17][OH:16]. Given the reactants Cl.[Br:2][C:3]1[CH:11]=[CH:10][CH:9]=[C:8]2[C:4]=1[CH:5]=[CH:6][N:7]2[CH2:12][C@H:13]1[CH2:17][O:16]C(C)(C)[O:14]1, predict the reaction product. (4) Given the reactants Br[C:2]1[CH:3]=[C:4]([C:36]2[CH:37]=[CH:38][C:39]([Cl:51])=[C:40]3[C:44]=2[N:43]([CH3:45])[N:42]=[C:41]3[NH:46][S:47]([CH3:50])(=[O:49])=[O:48])[C:5]([C@@H:8]([NH:18][C:19](=[O:35])[CH2:20][N:21]2[C:25]3[C:26]([F:31])([F:30])[C@@H:27]4[CH2:29][C@@H:28]4[C:24]=3[C:23]([CH:32]([F:34])[F:33])=[N:22]2)[CH2:9][C:10]2[CH:15]=[C:14]([F:16])[CH:13]=[C:12]([F:17])[CH:11]=2)=[N:6][CH:7]=1.N[C@H](C1C(C2C=CC(Cl)=C3C=2N(C)N=C3NS(C)(=O)=O)=CC=C([C:85]#[C:86][C:87]([CH3:95])([N:89]2[C:93](=[O:94])[NH:92][N:91]=[CH:90]2)[CH3:88])N=1)CC1C=C(F)C=C(F)C=1, predict the reaction product. The product is: [Cl:51][C:39]1[CH:38]=[CH:37][C:36]([C:4]2[C:5]([C@@H:8]([NH:18][C:19](=[O:35])[CH2:20][N:21]3[C:25]4[C:26]([F:31])([F:30])[C@@H:27]5[CH2:29][C@@H:28]5[C:24]=4[C:23]([CH:32]([F:34])[F:33])=[N:22]3)[CH2:9][C:10]3[CH:11]=[C:12]([F:17])[CH:13]=[C:14]([F:16])[CH:15]=3)=[N:6][C:7]([C:85]#[C:86][C:87]([CH3:95])([N:89]3[C:93](=[O:94])[NH:92][N:91]=[CH:90]3)[CH3:88])=[CH:2][CH:3]=2)=[C:44]2[C:40]=1[C:41]([NH:46][S:47]([CH3:50])(=[O:49])=[O:48])=[N:42][N:43]2[CH3:45]. (5) Given the reactants [Cl:1][C:2]1[S:6][C:5]([CH:7]=[CH:8][S:9](Cl)(=[O:11])=[O:10])=[CH:4][CH:3]=1.[C:13]([O:17][C:18]([N:20]1[C:28]2[CH:27]=[CH:26][N:25]=[CH:24][C:23]=2[CH:22]=[C:21]1[CH2:29][N:30]1[CH2:34][CH2:33][C@H:32]([NH2:35])[C:31]1=[O:36])=[O:19])([CH3:16])([CH3:15])[CH3:14], predict the reaction product. The product is: [C:13]([O:17][C:18]([N:20]1[C:28]2[CH:27]=[CH:26][N:25]=[CH:24][C:23]=2[CH:22]=[C:21]1[CH2:29][N:30]1[CH2:34][CH2:33][C@H:32]([NH:35][S:9]([CH:8]=[CH:7][C:5]2[S:6][C:2]([Cl:1])=[CH:3][CH:4]=2)(=[O:11])=[O:10])[C:31]1=[O:36])=[O:19])([CH3:16])([CH3:14])[CH3:15]. (6) Given the reactants [H-].[Na+].[CH2:3]([P:12](=[O:19])([O:16][CH2:17][CH3:18])[O:13][CH2:14][CH3:15])P(=O)(OCC)OCC.[CH:20]([C@@:22]1([NH:41][C:42](=[O:48])[O:43][C:44]([CH3:47])([CH3:46])[CH3:45])[CH2:26][CH2:25][C@H:24]([C:27]2[CH:32]=[CH:31][C:30]([CH2:33][CH2:34][CH2:35][CH2:36][CH2:37][CH2:38][CH2:39][CH3:40])=[CH:29][CH:28]=2)[CH2:23]1)=O, predict the reaction product. The product is: [CH2:17]([O:16][P:12](/[CH:3]=[CH:20]/[C@@:22]1([NH:41][C:42](=[O:48])[O:43][C:44]([CH3:47])([CH3:46])[CH3:45])[CH2:26][CH2:25][C@H:24]([C:27]2[CH:28]=[CH:29][C:30]([CH2:33][CH2:34][CH2:35][CH2:36][CH2:37][CH2:38][CH2:39][CH3:40])=[CH:31][CH:32]=2)[CH2:23]1)([O:13][CH2:14][CH3:15])=[O:19])[CH3:18]. (7) Given the reactants [CH3:1][C:2]1[CH:3]=[CH:4][C:5]([N+:10]([O-])=O)=[C:6]([CH:9]=1)[C:7]#[N:8].S(S([O-])(=O)=O)([O-])(=O)=O.[Na+].[Na+].O, predict the reaction product. The product is: [NH2:10][C:5]1[CH:4]=[CH:3][C:2]([CH3:1])=[CH:9][C:6]=1[C:7]#[N:8].